From a dataset of Retrosynthesis with 50K atom-mapped reactions and 10 reaction types from USPTO. Predict the reactants needed to synthesize the given product. (1) Given the product CS(=O)c1cncc(-c2nc(=O)c3ccccc3s2)n1, predict the reactants needed to synthesize it. The reactants are: CSc1cncc(-c2nc(=O)c3ccccc3s2)n1.O=C(OO)c1cccc(Cl)c1. (2) Given the product CCn1cc(C(=O)O)c(=O)c2cc(F)c(N3CCC(NC(C)=O)C3)nc21, predict the reactants needed to synthesize it. The reactants are: CC(=O)NC1CCNC1.CCn1cc(C(=O)O)c(=O)c2cc(F)c(Cl)nc21. (3) Given the product CC(C)c1nnc2ccc(CC(=NN3CCCC3=O)c3ccc(F)cc3F)nn12, predict the reactants needed to synthesize it. The reactants are: CC(C)c1nnc2ccc(CC(=O)c3ccc(F)cc3F)nn12.NN1CCCC1=O. (4) Given the product COC(=O)c1ccc(C(F)(F)F)c(N(CCBr)S(C)(=O)=O)c1, predict the reactants needed to synthesize it. The reactants are: BrC(Br)(Br)Br.COC(=O)c1ccc(C(F)(F)F)c(N(CCO)S(C)(=O)=O)c1. (5) The reactants are: COc1nccc2c(I)c[nH]c12.OB(O)c1ccccc1Oc1ccccc1. Given the product COc1nccc2c(-c3ccccc3Oc3ccccc3)c[nH]c12, predict the reactants needed to synthesize it. (6) Given the product CC(C)c1nc2cc(Cl)c(S(N)(=O)=O)cc2[nH]1, predict the reactants needed to synthesize it. The reactants are: CC(C)C(=O)O.Nc1cc(Cl)c(S(N)(=O)=O)cc1N.